This data is from Forward reaction prediction with 1.9M reactions from USPTO patents (1976-2016). The task is: Predict the product of the given reaction. Given the reactants [C:1]([O:5][C:6]([NH:8][CH:9]([CH3:14])[CH2:10][C:11]([OH:13])=O)=[O:7])([CH3:4])([CH3:3])[CH3:2].C(Cl)CCl.[CH:19]1[CH:20]=CC2N(O)N=[N:25][C:23]=2[CH:24]=1.C(N(CC)CC)C.N1CCCC1, predict the reaction product. The product is: [O:13]=[C:11]([N:25]1[CH2:20][CH2:19][CH2:24][CH2:23]1)[CH2:10][CH:9]([NH:8][C:6](=[O:7])[O:5][C:1]([CH3:2])([CH3:3])[CH3:4])[CH3:14].